The task is: Predict the reaction yield, written as a fraction of the theoretical maximum amount of product (1.0 means a 100% yield; for example, 0.34 means a 34% yield).. This data is from Reaction yield outcomes from USPTO patents with 853,638 reactions. (1) The reactants are [N+:1]([C:4]1[CH:9]=[CH:8][C:7]([CH:10]([CH2:15][C:16]([O:18][CH3:19])=[O:17])[C:11]([O:13][CH3:14])=[O:12])=[CH:6][CH:5]=1)([O-])=O. The catalyst is CO. The product is [NH2:1][C:4]1[CH:9]=[CH:8][C:7]([CH:10]([CH2:15][C:16]([O:18][CH3:19])=[O:17])[C:11]([O:13][CH3:14])=[O:12])=[CH:6][CH:5]=1. The yield is 0.970. (2) The reactants are F[C:2]1[C:3]([C:15]#[N:16])=[N:4][CH:5]=[CH:6][C:7]=1[C:8]1[CH:9]=[N:10][CH:11]=[CH:12][C:13]=1[CH3:14].[OH:17][NH:18]C(=O)C.C(=O)([O-])[O-].[K+].[K+]. The catalyst is CN(C=O)C.O. The product is [CH3:14][C:13]1[CH:12]=[CH:11][N:10]=[CH:9][C:8]=1[C:7]1[CH:6]=[CH:5][N:4]=[C:3]2[C:15]([NH2:16])=[N:18][O:17][C:2]=12. The yield is 0.770.